Dataset: Catalyst prediction with 721,799 reactions and 888 catalyst types from USPTO. Task: Predict which catalyst facilitates the given reaction. (1) Reactant: [CH2:1]([O:8][C:9]([NH:11][C@@H:12]1[CH2:17][CH2:16][CH2:15][CH2:14][C@H:13]1[CH2:18]OS(C1C=CC(C)=CC=1)(=O)=O)=[O:10])[C:2]1[CH:7]=[CH:6][CH:5]=[CH:4][CH:3]=1.[F:30][C:31]1[CH:36]=[CH:35][C:34]([CH2:37][CH2:38][CH2:39][NH:40][CH3:41])=[CH:33][CH:32]=1.C(=O)([O-])[O-].[K+].[K+]. Product: [CH2:1]([O:8][C:9](=[O:10])[NH:11][C@@H:12]1[CH2:17][CH2:16][CH2:15][CH2:14][C@H:13]1[CH2:18][N:40]([CH2:39][CH2:38][CH2:37][C:34]1[CH:33]=[CH:32][C:31]([F:30])=[CH:36][CH:35]=1)[CH3:41])[C:2]1[CH:3]=[CH:4][CH:5]=[CH:6][CH:7]=1. The catalyst class is: 21. (2) Reactant: C[C:2]1[C:11]([N+:12]([O-:14])=[O:13])=[CH:10][CH:9]=[C:8]2[C:3]=1[C:4](Cl)=[N:5][C:6]([C:15]1[CH:20]=[CH:19][CH:18]=[CH:17][C:16]=1[Cl:21])=[N:7]2.[N:23]1([C:29]([O:31][CH2:32][CH3:33])=[O:30])[CH2:28][CH2:27][NH:26][CH2:25][CH2:24]1.C(N(C(C)C)CC)(C)C. Product: [Cl:21][C:16]1[CH:17]=[CH:18][CH:19]=[CH:20][C:15]=1[C:6]1[N:5]=[C:4]([N:26]2[CH2:25][CH2:24][N:23]([C:29]([O:31][CH2:32][CH3:33])=[O:30])[CH2:28][CH2:27]2)[C:3]2[C:8](=[CH:9][CH:10]=[C:11]([N+:12]([O-:14])=[O:13])[CH:2]=2)[N:7]=1. The catalyst class is: 16. (3) Reactant: C(N(CC)CC)C.[NH:8]1[CH2:13][CH:12]=[CH:11][CH2:10][CH2:9]1.Cl[C:15]([O:17][CH2:18][C:19]1[CH:24]=[CH:23][CH:22]=[CH:21][CH:20]=1)=[O:16]. Product: [CH2:18]([O:17][C:15]([N:8]1[CH2:9][CH:10]=[CH:11][CH2:12][CH2:13]1)=[O:16])[C:19]1[CH:24]=[CH:23][CH:22]=[CH:21][CH:20]=1. The catalyst class is: 343. (4) Reactant: [Cl:1][C:2]1[CH:7]=[C:6]([Cl:8])[CH:5]=[CH:4][C:3]=1[C:9](=[O:17])[CH2:10][C:11]1[CH:16]=[CH:15][CH:14]=[CH:13][CH:12]=1.[Br:18]Br.C([O-])(O)=O.[Na+]. Product: [Br:18][CH:10]([C:11]1[CH:12]=[CH:13][CH:14]=[CH:15][CH:16]=1)[C:9]([C:3]1[CH:4]=[CH:5][C:6]([Cl:8])=[CH:7][C:2]=1[Cl:1])=[O:17]. The catalyst class is: 48. (5) Reactant: Cl[CH2:2][CH2:3][CH2:4][N:5]([CH2:12][C:13]1[CH:14]=[N:15][C:16]([Cl:19])=[CH:17][CH:18]=1)[C:6]1[CH2:10][O:9][C:8](=[O:11])[CH:7]=1.[I-:20].[Na+]. Product: [Cl:19][C:16]1[N:15]=[CH:14][C:13]([CH2:12][N:5]([CH2:4][CH2:3][CH2:2][I:20])[C:6]2[CH2:10][O:9][C:8](=[O:11])[CH:7]=2)=[CH:18][CH:17]=1. The catalyst class is: 10. (6) Reactant: Br[CH2:2][C:3]([C:5]1[CH:10]=[CH:9][C:8]([Br:11])=[CH:7][CH:6]=1)=[O:4].[C:12]([O:16][C:17]([N:19]1[C@@H:23]([CH3:24])[CH2:22][CH2:21][C@H:20]1[C:25]([OH:27])=[O:26])=[O:18])([CH3:15])([CH3:14])[CH3:13].C(N(CC)CC)C. Product: [CH3:24][C@@H:23]1[N:19]([C:17]([O:16][C:12]([CH3:13])([CH3:15])[CH3:14])=[O:18])[C@H:20]([C:25]([O:27][CH2:2][C:3]([C:5]2[CH:10]=[CH:9][C:8]([Br:11])=[CH:7][CH:6]=2)=[O:4])=[O:26])[CH2:21][CH2:22]1. The catalyst class is: 210. (7) Reactant: [CH3:1][O:2][CH2:3][C@H:4]([CH3:31])[O:5][C:6]1[CH:7]=[C:8]([C:23]2[NH:27][C:26]([C:28]([OH:30])=O)=[CH:25][CH:24]=2)[CH:9]=[C:10]([O:12][C:13]2[CH:14]=[N:15][C:16]([S:19]([CH3:22])(=[O:21])=[O:20])=[CH:17][CH:18]=2)[CH:11]=1.[NH2:32][C@@H:33]([CH2:35][OH:36])[CH3:34].C1C=CC2N(O)N=NC=2C=1.O.CN1CCOCC1.CCN=C=NCCCN(C)C.Cl. Product: [OH:36][CH2:35][C@H:33]([NH:32][C:28]([C:26]1[NH:27][C:23]([C:8]2[CH:9]=[C:10]([O:12][C:13]3[CH:14]=[N:15][C:16]([S:19]([CH3:22])(=[O:21])=[O:20])=[CH:17][CH:18]=3)[CH:11]=[C:6]([O:5][C@@H:4]([CH3:31])[CH2:3][O:2][CH3:1])[CH:7]=2)=[CH:24][CH:25]=1)=[O:30])[CH3:34]. The catalyst class is: 2.